This data is from Forward reaction prediction with 1.9M reactions from USPTO patents (1976-2016). The task is: Predict the product of the given reaction. (1) Given the reactants [CH:1]1([N:8]2[C@H:13]([CH3:14])[C:12](=[O:15])[N:11]([CH3:16])[C:10]3[CH:17]=[CH:18][C:19]([NH:21][C:22]4[CH:30]=[CH:29][C:25]([C:26]([OH:28])=[O:27])=[CH:24][CH:23]=4)=[N:20][C:9]2=3)[CH2:7][CH2:6][CH2:5][CH2:4][CH2:3][CH2:2]1.[NH2:31][C:32]1[CH:41]=[CH:40][C:35]([C:36]([O:38][CH3:39])=[O:37])=[CH:34][CH:33]=1.C(=O)([O-])[O-].[Cs+].[Cs+].C1C=CC(P(C2C=CC3C(=CC=CC=3)C=2C2C3C(=CC=CC=3)C=CC=2P(C2C=CC=CC=2)C2C=CC=CC=2)C2C=CC=CC=2)=CC=1, predict the reaction product. The product is: [CH:1]1([N:8]2[C@H:13]([CH3:14])[C:12](=[O:15])[N:11]([CH3:16])[C:10]3[CH:17]=[CH:18][C:19]([NH:21][C:22]4[CH:23]=[CH:24][C:25]([C:26]([OH:28])=[O:27])=[CH:29][CH:30]=4)=[N:20][C:9]2=3)[CH2:2][CH2:3][CH2:4][CH2:5][CH2:6][CH2:7]1.[CH:1]1([N:8]2[C@H:13]([CH3:14])[C:12](=[O:15])[N:11]([CH3:16])[C:10]3[CH:17]=[CH:18][C:19]([NH:31][C:32]4[CH:33]=[CH:34][C:35]([C:36]([O:38][CH3:39])=[O:37])=[CH:40][CH:41]=4)=[N:20][C:9]2=3)[CH2:2][CH2:3][CH2:4][CH2:5][CH2:6][CH2:7]1. (2) Given the reactants FC(F)(F)CO.Cl.N1C=CC=CC=1.[CH3:14][O:15][C:16]1[CH:23]=[CH:22][C:19]([CH2:20][NH2:21])=[CH:18][CH:17]=1.Cl[C:25]1[C:30]2[N:31]=[C:32]([CH2:37][O:38][CH2:39][CH3:40])[N:33]([N:34]([CH3:36])[CH3:35])[C:29]=2[C:28]([CH3:41])=[C:27]([CH3:42])[N:26]=1, predict the reaction product. The product is: [CH2:39]([O:38][CH2:37][C:32]1[N:33]([N:34]([CH3:36])[CH3:35])[C:29]2[C:28]([CH3:41])=[C:27]([CH3:42])[N:26]=[C:25]([NH:21][CH2:20][C:19]3[CH:22]=[CH:23][C:16]([O:15][CH3:14])=[CH:17][CH:18]=3)[C:30]=2[N:31]=1)[CH3:40]. (3) The product is: [CH3:1][O:2][C:3]1[C:10]([CH3:11])=[C:9]([CH3:12])[C:8]([O:13][CH3:14])=[C:7]([CH3:15])[C:4]=1[CH:5]([OH:6])[CH2:18][CH:17]=[CH2:16]. Given the reactants [CH3:1][O:2][C:3]1[C:10]([CH3:11])=[C:9]([CH3:12])[C:8]([O:13][CH3:14])=[C:7]([CH3:15])[C:4]=1[CH:5]=[O:6].[CH2:16]([Mg]Br)[CH:17]=[CH2:18], predict the reaction product. (4) Given the reactants [CH3:1][CH:2]1[CH2:7][C:6](=[O:8])[CH:5]=[C:4]([C:9]2[CH:14]=[CH:13][N:12]=[CH:11][C:10]=2[N+:15]([O-:17])=[O:16])[CH2:3]1.[Li+].[CH3:19][Si:20]([N-][Si:20]([CH3:22])([CH3:21])[CH3:19])([CH3:22])[CH3:21], predict the reaction product. The product is: [CH3:1][CH:2]1[CH2:3][C:4]([C:9]2[CH:14]=[CH:13][N:12]=[CH:11][C:10]=2[N+:15]([O-:17])=[O:16])=[CH:5][C:6]([O:8][Si:20]([CH3:22])([CH3:21])[CH3:19])=[CH:7]1. (5) Given the reactants Cl[C:2]1[N:3]=[C:4]([O:29][CH:30]2[CH2:34][CH2:33][CH2:32][CH2:31]2)[C:5]2[C:10]([C:11]3[CH:20]=[CH:19][C:14]4[N:15]=[C:16]([CH3:18])[O:17][C:13]=4[CH:12]=3)=[CH:9][N:8]([CH2:21][O:22][CH2:23][CH2:24][Si:25]([CH3:28])([CH3:27])[CH3:26])[C:6]=2[N:7]=1.[NH2:35][C:36]1[CH:48]=[CH:47][C:39]([C:40]([NH:42][CH:43]2[CH2:46][O:45][CH2:44]2)=[O:41])=[CH:38][C:37]=1[O:49][CH3:50].C(=O)([O-])[O-].[Cs+].[Cs+].C1(P(C2C=CC=CC=2)C2C=CC3C(=CC=CC=3)C=2C2C3C(=CC=CC=3)C=CC=2P(C2C=CC=CC=2)C2C=CC=CC=2)C=CC=CC=1, predict the reaction product. The product is: [CH:30]1([O:29][C:4]2[C:5]3[C:10]([C:11]4[CH:20]=[CH:19][C:14]5[N:15]=[C:16]([CH3:18])[O:17][C:13]=5[CH:12]=4)=[CH:9][N:8]([CH2:21][O:22][CH2:23][CH2:24][Si:25]([CH3:28])([CH3:27])[CH3:26])[C:6]=3[N:7]=[C:2]([NH:35][C:36]3[CH:48]=[CH:47][C:39]([C:40]([NH:42][CH:43]4[CH2:44][O:45][CH2:46]4)=[O:41])=[CH:38][C:37]=3[O:49][CH3:50])[N:3]=2)[CH2:34][CH2:33][CH2:32][CH2:31]1. (6) Given the reactants [CH3:1][C:2]1[C:6]2[CH:7]=[N:8][CH:9]=[CH:10][C:5]=2[NH:4][CH:3]=1.CC([O-])(C)C.[K+].O(C(OC(C)(C)C)=O)C(OC(C)(C)C)=O.C[N:33](C=O)C, predict the reaction product. The product is: [CH3:1][C:2]1[C:6]2[CH:7]=[N:8][CH:9]=[CH:10][C:5]=2[N:4]([NH2:33])[CH:3]=1. (7) Given the reactants C([SiH](CC)CC)C.[OH:8][C:9]1[CH:10]=[CH:11][C:12]2[C@@H:13]3[C@@H:21]([C@H:22]([CH2:27][CH2:28][CH2:29][CH2:30][O:31][CH2:32][CH2:33][O:34][CH2:35][CH2:36][O:37][CH2:38][CH2:39][O:40][CH2:41][CH2:42][O:43][CH2:44][C:45]4[CH:50]=[CH:49][CH:48]=[CH:47][CH:46]=4)[C:23](=O)[C:24]=2[CH:25]=1)[C@H:20]1[C@@:16]([CH3:52])([C@@H:17]([OH:51])[CH2:18][CH2:19]1)[CH2:15][CH2:14]3.C(O)(C(F)(F)F)=O.[OH-].[Na+], predict the reaction product. The product is: [CH3:52][C@:16]12[CH2:15][CH2:14][C@H:13]3[C@@H:21]([C@H:22]([CH2:27][CH2:28][CH2:29][CH2:30][O:31][CH2:32][CH2:33][O:34][CH2:35][CH2:36][O:37][CH2:38][CH2:39][O:40][CH2:41][CH2:42][O:43][CH2:44][C:45]4[CH:46]=[CH:47][CH:48]=[CH:49][CH:50]=4)[CH2:23][C:24]4[CH:25]=[C:9]([OH:8])[CH:10]=[CH:11][C:12]=43)[C@@H:20]1[CH2:19][CH2:18][C@@H:17]2[OH:51]. (8) The product is: [C:54]([O:58][C:59]([N:61]1[CH2:69][C:68]2[C:63](=[CH:64][CH:65]=[C:66]([C:33]3[C:32]4[C:36](=[CH:37][C:29]([F:28])=[CH:30][CH:31]=4)[N:35]([C:38]([O:40][C:41]([CH3:42])([CH3:43])[CH3:44])=[O:39])[CH:34]=3)[CH:67]=2)[CH2:62]1)=[O:60])([CH3:57])([CH3:55])[CH3:56]. Given the reactants FC1C=C2C(C(C3C=C(N)C(N)=CC=3)=CN2S(C2C=CC=CC=2)(=O)=O)=CC=1.[F:28][C:29]1[CH:37]=[C:36]2[C:32]([C:33](B3OC(C)(C)C(C)(C)O3)=[CH:34][N:35]2[C:38]([O:40][C:41]([CH3:44])([CH3:43])[CH3:42])=[O:39])=[CH:31][CH:30]=1.[C:54]([O:58][C:59]([N:61]1[CH2:69][C:68]2[C:63](=[CH:64][CH:65]=[C:66](Br)[CH:67]=2)[CH2:62]1)=[O:60])([CH3:57])([CH3:56])[CH3:55], predict the reaction product. (9) Given the reactants [OH:1][CH2:2][C:3]1[C:12]2[C:7](=[CH:8][CH:9]=[CH:10][CH:11]=2)[CH:6]=[C:5]([C:13]#[N:14])[CH:4]=1, predict the reaction product. The product is: [CH:2]([C:3]1[C:12]2[C:7](=[CH:8][CH:9]=[CH:10][CH:11]=2)[CH:6]=[C:5]([C:13]#[N:14])[CH:4]=1)=[O:1]. (10) Given the reactants [C:1]1(B(O)O)[C:10]2[C:5](=[CH:6][CH:7]=[CH:8][CH:9]=2)[CH:4]=[CH:3][CH:2]=1.Br[C:15]1[CH:16]=[C:17]([CH:20]=[CH:21][C:22]=1F)[CH:18]=[O:19].CC1C=CC=CC=1B(O)O, predict the reaction product. The product is: [C:1]1([C:15]2[CH:16]=[C:17]([CH:20]=[CH:21][CH:22]=2)[CH:18]=[O:19])[C:10]2[C:5](=[CH:6][CH:7]=[CH:8][CH:9]=2)[CH:4]=[CH:3][CH:2]=1.